Task: Predict the product of the given reaction.. Dataset: Forward reaction prediction with 1.9M reactions from USPTO patents (1976-2016) (1) Given the reactants [CH:1]([C:3]1[CH:4]=[C:5]([CH:11]=[CH:12][CH:13]=1)[O:6][CH2:7][C:8]([OH:10])=[O:9])=[O:2].[C:14](=O)([O-])[O-].[K+].[K+].CI, predict the reaction product. The product is: [CH3:14][O:9][C:8](=[O:10])[CH2:7][O:6][C:5]1[CH:11]=[CH:12][CH:13]=[C:3]([CH:1]=[O:2])[CH:4]=1. (2) Given the reactants [Cl:1][C:2]1[C:9](CC)=[CH:8][C:5]([CH:6]=[O:7])=[C:4]([F:12])[CH:3]=1.ClC1C=C(F)C=C[C:15]=1[O:21]C, predict the reaction product. The product is: [Cl:1][C:2]1[C:9]([O:21][CH3:15])=[CH:8][C:5]([CH:6]=[O:7])=[C:4]([F:12])[CH:3]=1.